Predict the reaction yield, written as a fraction of the theoretical maximum amount of product (1.0 means a 100% yield; for example, 0.34 means a 34% yield). From a dataset of Reaction yield outcomes from USPTO patents with 853,638 reactions. (1) The reactants are C([O:3][C:4]([C:6]1[NH:7][C:8]2[C:13]([CH:14]=1)=[CH:12][C:11]([Cl:15])=[CH:10][C:9]=2[CH2:16][N:17]1[CH2:22][CH2:21][O:20][CH2:19][CH2:18]1)=[O:5])C.O[Li].O.Cl. The catalyst is C1COCC1.CCO.O. The product is [Cl:15][C:11]1[CH:12]=[C:13]2[C:8](=[C:9]([CH2:16][N:17]3[CH2:22][CH2:21][O:20][CH2:19][CH2:18]3)[CH:10]=1)[NH:7][C:6]([C:4]([OH:5])=[O:3])=[CH:14]2. The yield is 0.250. (2) The reactants are [N:1]1[CH:6]=[CH:5][CH:4]=[CH:3][C:2]=1[CH3:7].[CH2:8]([Li])[CH2:9][CH2:10][CH3:11].[CH2:13]1[CH2:17][O:16][CH2:15][CH2:14]1. No catalyst specified. The product is [CH:13]1([C:17](=[O:16])[CH2:7][C:2]2[CH:3]=[CH:4][CH:5]=[CH:6][N:1]=2)[CH2:14][CH2:15][CH2:11][CH2:10][CH2:9][CH2:8]1. The yield is 0.910. (3) The reactants are Cl[CH2:2][C:3]1[C:12]2[C:7](=[CH:8][CH:9]=[C:10]([CH3:13])[CH:11]=2)[O:6][C:5](=[O:14])[CH:4]=1.[OH-:15].[Na+]. The catalyst is Cl. The product is [CH3:13][C:10]1[CH:9]=[CH:8][C:7]2[O:6][CH:2]=[C:3]([CH2:4][C:5]([OH:14])=[O:15])[C:12]=2[CH:11]=1. The yield is 0.940. (4) The reactants are [Cl:1][C:2]1[CH:3]=[CH:4][C:5]([NH:8][C:9](=[O:29])[C:10]2[CH:15]=[C:14](I)[CH:13]=[CH:12][C:11]=2[NH:17][C:18]([CH:20]2[CH2:25][CH2:24][N:23]([CH:26]([CH3:28])[CH3:27])[CH2:22][CH2:21]2)=[O:19])=[N:6][CH:7]=1.[C:30]1([As](C2C=CC=CC=2)C2C=CC=CC=2)C=CC=C[CH:31]=1.C([Sn](CCCC)(CCCC)C=C)CCC. The catalyst is CN1CCCC1=O.C1C=CC([P]([Pd]([P](C2C=CC=CC=2)(C2C=CC=CC=2)C2C=CC=CC=2)([P](C2C=CC=CC=2)(C2C=CC=CC=2)C2C=CC=CC=2)[P](C2C=CC=CC=2)(C2C=CC=CC=2)C2C=CC=CC=2)(C2C=CC=CC=2)C2C=CC=CC=2)=CC=1.[Cu](I)I. The product is [Cl:1][C:2]1[CH:3]=[CH:4][C:5]([NH:8][C:9](=[O:29])[C:10]2[CH:15]=[C:14]([CH:30]=[CH2:31])[CH:13]=[CH:12][C:11]=2[NH:17][C:18]([CH:20]2[CH2:25][CH2:24][N:23]([CH:26]([CH3:28])[CH3:27])[CH2:22][CH2:21]2)=[O:19])=[N:6][CH:7]=1. The yield is 0.160. (5) The reactants are [N+:1]([C:4]1[CH:12]=[C:8]([C:9]([OH:11])=O)[C:7]([OH:13])=[CH:6][CH:5]=1)([O-:3])=[O:2].[Cl:14][C:15]1[CH:16]=[C:17]([CH:19]=[C:20]([Cl:22])[CH:21]=1)[NH2:18]. No catalyst specified. The yield is 0.831. The product is [Cl:14][C:15]1[CH:16]=[C:17]([NH:18][C:9](=[O:11])[C:8]2[CH:12]=[C:4]([N+:1]([O-:3])=[O:2])[CH:5]=[CH:6][C:7]=2[OH:13])[CH:19]=[C:20]([Cl:22])[CH:21]=1. (6) The reactants are [C:1]([C:3]1[CH:8]=[CH:7][C:6]([O:9][CH3:10])=[CH:5][CH:4]=1)#[CH:2].O. The catalyst is C(OCC)(=O)C. The product is [CH2:1]([C:3]1[CH:8]=[CH:7][C:6]([O:9][CH3:10])=[CH:5][CH:4]=1)[CH3:2]. The yield is 0.690. (7) The reactants are [CH3:1][N:2]([S:21]([C:24]1[CH:29]=[CH:28][CH:27]=[CH:26][N:25]=1)(=[O:23])=[O:22])[C:3]1[CH:4]=[CH:5][CH:6]=[C:7]2[C:11]=1[NH:10][C:9]([C:12]1[S:13][CH:14]([CH2:17][C:18](O)=[O:19])[CH2:15][N:16]=1)=[CH:8]2.C[N:31](C)C=O.Cl.CN(C)CCCN=C=NCC. The catalyst is C(OCC)(=O)C. The product is [CH3:1][N:2]([S:21]([C:24]1[CH:29]=[CH:28][CH:27]=[CH:26][N:25]=1)(=[O:22])=[O:23])[C:3]1[CH:4]=[CH:5][CH:6]=[C:7]2[C:11]=1[NH:10][C:9]([C:12]1[S:13][CH:14]([CH2:17][C:18]([NH2:31])=[O:19])[CH2:15][N:16]=1)=[CH:8]2. The yield is 0.830. (8) The reactants are [CH:1]([C:4]1[C:8]([CH2:9][CH2:10][CH2:11][CH2:12][OH:13])=[CH:7][N:6]([C:14]2[CH:19]=[CH:18][C:17]([C:20]([F:23])([F:22])[F:21])=[CH:16][N:15]=2)[N:5]=1)([CH3:3])[CH3:2].O[C:25]1[CH:30]=[CH:29][CH:28]=[CH:27][C:26]=1[CH2:31][C:32]([O:34]C)=[O:33].C(P(CCCC)CCCC)CCC.N(C(N1CCCCC1)=O)=NC(N1CCCCC1)=O. The catalyst is O1CCCC1. The product is [CH:1]([C:4]1[C:8]([CH2:9][CH2:10][CH2:11][CH2:12][O:13][C:25]2[CH:30]=[CH:29][CH:28]=[CH:27][C:26]=2[CH2:31][C:32]([OH:34])=[O:33])=[CH:7][N:6]([C:14]2[CH:19]=[CH:18][C:17]([C:20]([F:22])([F:21])[F:23])=[CH:16][N:15]=2)[N:5]=1)([CH3:3])[CH3:2]. The yield is 0.530. (9) The reactants are [CH2:1]([CH:3]1[CH:7]([C:8]2[N:12]3[C:13]4[CH:19]=[CH:18][N:17]([CH2:20][O:21][CH2:22][CH2:23][Si:24]([CH3:27])([CH3:26])[CH3:25])[C:14]=4[N:15]=[CH:16][C:11]3=[N:10][N:9]=2)[CH2:6][CH:5]([OH:28])[CH2:4]1)[CH3:2].[OH-].[K+].O1CCOCC1.Br[CH2:38][C:39]1[CH:43]=[C:42]([CH3:44])[O:41][N:40]=1. The catalyst is CCCC[N+](CCCC)(CCCC)CCCC.[Br-].O.CCOC(C)=O. The product is [CH2:1]([C@H:3]1[C@@H:7]([C:8]2[N:12]3[C:13]4[CH:19]=[CH:18][N:17]([CH2:20][O:21][CH2:22][CH2:23][Si:24]([CH3:26])([CH3:25])[CH3:27])[C:14]=4[N:15]=[CH:16][C:11]3=[N:10][N:9]=2)[CH2:6][C@H:5]([O:28][CH2:38][C:39]2[CH:43]=[C:42]([CH3:44])[O:41][N:40]=2)[CH2:4]1)[CH3:2]. The yield is 0.720. (10) The reactants are C[O:2][C:3](=[O:23])[CH:4]([NH:15]C(OC(C)(C)C)=O)[CH2:5][C:6]1[CH:11]=[C:10]([Br:12])[C:9]([OH:13])=[C:8]([Br:14])[CH:7]=1.Cl[CH2:25][C:26]1[CH:31]=[CH:30][N:29]=[CH:28][CH:27]=1. No catalyst specified. The product is [CH2:3]([NH+:29]([CH2:28][CH3:27])[CH2:30][CH3:31])[CH3:4].[NH2:15][CH:4]([CH2:5][C:6]1[CH:7]=[C:8]([Br:14])[C:9]([O:13][CH2:25][C:26]2[CH:31]=[CH:30][N:29]=[CH:28][CH:27]=2)=[C:10]([Br:12])[CH:11]=1)[C:3]([O-:2])=[O:23]. The yield is 0.130.